From a dataset of Forward reaction prediction with 1.9M reactions from USPTO patents (1976-2016). Predict the product of the given reaction. (1) Given the reactants [OH:1][C:2]1[CH:3]=[C:4]([CH:7]=[C:8]([OH:10])[CH:9]=1)[C:5]#[N:6].C(=O)([O-])[O-].[K+].[K+].Cl[CH2:18][C:19]([O:21][CH2:22][CH3:23])=[O:20], predict the reaction product. The product is: [C:5]([C:4]1[CH:3]=[C:2]([CH:9]=[C:8]([OH:10])[CH:7]=1)[O:1][CH2:18][C:19]([O:21][CH2:22][CH3:23])=[O:20])#[N:6]. (2) Given the reactants [F:1][C:2]1[C:3](O)=[N:4][CH:5]=[C:6]([C:8]([F:11])([F:10])[F:9])[CH:7]=1.P(Br)(Br)([Br:15])=O.CN(C)C=O.C(=O)(O)[O-].[Na+], predict the reaction product. The product is: [Br:15][C:3]1[C:2]([F:1])=[CH:7][C:6]([C:8]([F:11])([F:10])[F:9])=[CH:5][N:4]=1. (3) Given the reactants [NH2:1][C:2]([CH3:21])([CH2:5][N:6]1[C:14]([O:15][CH3:16])=[C:13]2[C:8]([CH:9]=[C:10]([C:17]([F:20])([F:19])[F:18])[CH:11]=[CH:12]2)=[N:7]1)[C:3]#[N:4].[F:22][C:23]([F:34])([F:33])[C:24]1[CH:32]=[CH:31][C:27]([C:28](Cl)=[S:29])=[CH:26][CH:25]=1, predict the reaction product. The product is: [C:3]([C:2]([NH:1][C:28](=[S:29])[C:27]1[CH:26]=[CH:25][C:24]([C:23]([F:22])([F:33])[F:34])=[CH:32][CH:31]=1)([CH3:21])[CH2:5][N:6]1[C:14]([O:15][CH3:16])=[C:13]2[C:8]([CH:9]=[C:10]([C:17]([F:19])([F:20])[F:18])[CH:11]=[CH:12]2)=[N:7]1)#[N:4]. (4) Given the reactants [CH3:1][N:2]1[C:7](=[O:8])[C:6]2[CH:9]=[C:10]([C:12]3[CH:17]=[C:16]([S:18]([N:21]4[CH2:26][CH2:25][NH:24][CH2:23][CH2:22]4)(=[O:20])=[O:19])[CH:15]=[CH:14][C:13]=3[O:27][CH2:28][CH2:29][CH3:30])[NH:11][C:5]=2[N:4]([CH2:31][CH2:32][CH3:33])[C:3]1=[O:34].[CH:35](=O)[CH2:36][CH3:37].[Na], predict the reaction product. The product is: [CH3:1][N:2]1[C:7](=[O:8])[C:6]2[CH:9]=[C:10]([C:12]3[CH:17]=[C:16]([S:18]([N:21]4[CH2:26][CH2:25][N:24]([CH2:35][CH2:36][CH3:37])[CH2:23][CH2:22]4)(=[O:20])=[O:19])[CH:15]=[CH:14][C:13]=3[O:27][CH2:28][CH2:29][CH3:30])[NH:11][C:5]=2[N:4]([CH2:31][CH2:32][CH3:33])[C:3]1=[O:34].